From a dataset of Full USPTO retrosynthesis dataset with 1.9M reactions from patents (1976-2016). Predict the reactants needed to synthesize the given product. (1) Given the product [CH3:31][N:32]1[C:10]([CH3:13])=[N:11][N:12]=[C:8]1[C:5]1[CH:6]=[CH:7][C:2]([CH3:1])=[C:3]([NH:14][C:15](=[O:30])[C:16]2[CH:21]=[CH:20][C:19]([O:22][CH2:23][C:24]3[CH:29]=[CH:28][CH:27]=[CH:26][N:25]=3)=[CH:18][CH:17]=2)[CH:4]=1, predict the reactants needed to synthesize it. The reactants are: [CH3:1][C:2]1[CH:7]=[CH:6][C:5]([C:8]2O[C:10]([CH3:13])=[N:11][N:12]=2)=[CH:4][C:3]=1[NH:14][C:15](=[O:30])[C:16]1[CH:21]=[CH:20][C:19]([O:22][CH2:23][C:24]2[CH:29]=[CH:28][CH:27]=[CH:26][N:25]=2)=[CH:18][CH:17]=1.[CH3:31][NH2:32].CCO. (2) Given the product [CH3:9][C:8]1[O:15][C:13](=[O:14])/[C:12](=[CH:6]/[C:3]2[CH:4]=[CH:5][S:1][CH:2]=2)/[N:11]=1, predict the reactants needed to synthesize it. The reactants are: [S:1]1[CH:5]=[CH:4][C:3]([CH:6]=O)=[CH:2]1.[C:8]([NH:11][CH2:12][C:13]([OH:15])=[O:14])(=O)[CH3:9].C([O-])(=O)C.[Na+].